This data is from Full USPTO retrosynthesis dataset with 1.9M reactions from patents (1976-2016). The task is: Predict the reactants needed to synthesize the given product. Given the product [F:20][C:19]([F:22])([F:21])[C:16]1[O:15][C:14]([CH2:13][NH:11][C:1]23[CH2:8][CH:7]4[CH2:6][CH:5]([CH2:4][CH:3]([CH2:9]4)[CH2:2]2)[CH2:10]3)=[N:18][N:17]=1, predict the reactants needed to synthesize it. The reactants are: [C:1]12([NH2:11])[CH2:10][CH:5]3[CH2:6][CH:7]([CH2:9][CH:3]([CH2:4]3)[CH2:2]1)[CH2:8]2.Cl[CH2:13][C:14]1[O:15][C:16]([C:19]([F:22])([F:21])[F:20])=[N:17][N:18]=1.